The task is: Regression. Given two drug SMILES strings and cell line genomic features, predict the synergy score measuring deviation from expected non-interaction effect.. This data is from NCI-60 drug combinations with 297,098 pairs across 59 cell lines. (1) Drug 1: C1C(C(OC1N2C=NC3=C(N=C(N=C32)Cl)N)CO)O. Drug 2: CC(C)NC(=O)C1=CC=C(C=C1)CNNC.Cl. Cell line: NCI/ADR-RES. Synergy scores: CSS=63.9, Synergy_ZIP=-0.0136, Synergy_Bliss=-0.434, Synergy_Loewe=-35.0, Synergy_HSA=-1.32. (2) Drug 1: C1=CC(=CC=C1CCCC(=O)O)N(CCCl)CCCl. Drug 2: CC1CCC2CC(C(=CC=CC=CC(CC(C(=O)C(C(C(=CC(C(=O)CC(OC(=O)C3CCCCN3C(=O)C(=O)C1(O2)O)C(C)CC4CCC(C(C4)OC)O)C)C)O)OC)C)C)C)OC. Cell line: PC-3. Synergy scores: CSS=36.9, Synergy_ZIP=-11.0, Synergy_Bliss=-10.5, Synergy_Loewe=-12.2, Synergy_HSA=-3.37. (3) Synergy scores: CSS=-0.0600, Synergy_ZIP=-0.946, Synergy_Bliss=-2.84, Synergy_Loewe=-2.53, Synergy_HSA=-3.11. Cell line: UO-31. Drug 1: C1CC(=O)NC(=O)C1N2CC3=C(C2=O)C=CC=C3N. Drug 2: N.N.Cl[Pt+2]Cl. (4) Drug 1: C1=NC(=NC(=O)N1C2C(C(C(O2)CO)O)O)N. Drug 2: CC1C(C(CC(O1)OC2CC(CC3=C2C(=C4C(=C3O)C(=O)C5=CC=CC=C5C4=O)O)(C(=O)C)O)N)O. Cell line: OVCAR-8. Synergy scores: CSS=52.6, Synergy_ZIP=-0.740, Synergy_Bliss=2.24, Synergy_Loewe=5.68, Synergy_HSA=7.06.